Dataset: Full USPTO retrosynthesis dataset with 1.9M reactions from patents (1976-2016). Task: Predict the reactants needed to synthesize the given product. (1) Given the product [O:11]=[C:9]([N:14]1[CH2:18][CH2:17][CH2:16][C@H:15]1[CH2:19][N:20]1[CH2:25][CH2:24][CH2:23][CH2:22][CH2:21]1)/[CH:8]=[CH:7]/[C:6]1[CH:5]=[CH:4][C:3]([C:1]#[N:2])=[CH:13][CH:12]=1, predict the reactants needed to synthesize it. The reactants are: [C:1]([C:3]1[CH:13]=[CH:12][C:6](/[CH:7]=[CH:8]/[C:9]([OH:11])=O)=[CH:5][CH:4]=1)#[N:2].[NH:14]1[CH2:18][CH2:17][CH2:16][C@H:15]1[CH2:19][N:20]1[CH2:25][CH2:24][CH2:23][CH2:22][CH2:21]1. (2) The reactants are: [CH2:1]([OH:12])[C@H:2]([OH:11])[C@@H:3]([OH:10])[C@H:4]([OH:9])[C:5]([CH:7]=[O:8])=[O:6]. Given the product [OH:9][C:4]1[C@@H:3]([C@@H:2]([OH:11])[CH2:1][OH:12])[O:10][C:7](=[O:8])[C:5]=1[OH:6].[CH2:1]([OH:12])[C@H:2]([OH:11])[C@@H:3]([OH:10])[C@H:4]([OH:9])[C:5]([CH:7]=[O:8])=[O:6].[OH:8][CH2:7][C:5]([C@H:4]([C@@H:3]([C@H:2]([CH2:1][OH:12])[OH:11])[OH:10])[OH:9])=[O:6], predict the reactants needed to synthesize it. (3) Given the product [CH3:18][C:16]1([CH3:17])[C@H:14]2[CH2:13][O:12][CH2:11][C@@H:10]([C:4]3[CH:3]=[C:2]([F:1])[C:7]([F:8])=[C:6]([F:9])[CH:5]=3)[N:15]2[C:27](=[O:28])[C:26](=[O:30])[O:19]1, predict the reactants needed to synthesize it. The reactants are: [F:1][C:2]1[CH:3]=[C:4]([C@H:10]2[NH:15][C@@H:14]([C:16]([OH:19])([CH3:18])[CH3:17])[CH2:13][O:12][CH2:11]2)[CH:5]=[C:6]([F:9])[C:7]=1[F:8].N1C=CC=CC=1.[C:26](Cl)(=[O:30])[C:27](Cl)=[O:28]. (4) Given the product [F:24][C:21]1[CH:22]=[CH:23][C:18]([C:14]2[C:15]3[CH:16]=[C:32]([C:31]([OH:36])=[O:30])[C:33](=[O:34])[N:9]([C:3]4[C:4]([F:8])=[CH:5][CH:6]=[CH:7][C:2]=4[F:1])[C:10]=3[N:11]=[C:12]([S:26][CH3:27])[N:13]=2)=[C:19]([CH3:25])[CH:20]=1, predict the reactants needed to synthesize it. The reactants are: [F:1][C:2]1[CH:7]=[CH:6][CH:5]=[C:4]([F:8])[C:3]=1[NH:9][C:10]1[C:15]([CH:16]=O)=[C:14]([C:18]2[CH:23]=[CH:22][C:21]([F:24])=[CH:20][C:19]=2[CH3:25])[N:13]=[C:12]([S:26][CH3:27])[N:11]=1.CC1(C)[O:34][C:33](=O)[CH2:32][C:31](=[O:36])[O:30]1.C([O-])(=O)C.[Cs+].O. (5) The reactants are: [CH2:1]([Li])[CH2:2][CH2:3][CH3:4].Br[C:7]1[CH:8]=[C:9]([C:13]2[CH:18]=[CH:17][CH:16]=[CH:15][CH:14]=2)[CH:10]=[CH:11][CH:12]=1.O1[CH2:23][CH2:22][CH2:21][CH2:20]1.[N:24]1[C:31](Cl)=[N:30][C:28](Cl)=[N:27][C:25]=1[Cl:26]. Given the product [Cl:26][C:25]1[N:27]=[C:28]([C:7]2[CH:8]=[C:9]([C:13]3[CH:18]=[CH:17][CH:16]=[CH:15][CH:14]=3)[CH:10]=[CH:11][CH:12]=2)[N:30]=[C:31]([C:1]2[CH:20]=[C:21]([C:22]3[CH:23]=[CH:4][CH:3]=[CH:2][CH:1]=3)[CH:4]=[CH:3][CH:2]=2)[N:24]=1, predict the reactants needed to synthesize it.